This data is from Forward reaction prediction with 1.9M reactions from USPTO patents (1976-2016). The task is: Predict the product of the given reaction. (1) Given the reactants [C:1]1([S:7]([CH2:10][C:11]2[CH:12]=[C:13]3[C:17](=[CH:18][CH:19]=2)[NH:16][C:15]2[N:20]=[CH:21][CH:22]=[CH:23][C:14]3=2)(=[O:9])=[O:8])C=C[CH:4]=[CH:3][CH:2]=1.[S:24]1C=CC=C1S(O)=O, predict the reaction product. The product is: [S:24]1[CH:4]=[CH:3][CH:2]=[C:1]1[S:7]([CH2:10][C:11]1[CH:12]=[C:13]2[C:17](=[CH:18][CH:19]=1)[NH:16][C:15]1[N:20]=[CH:21][CH:22]=[CH:23][C:14]2=1)(=[O:9])=[O:8]. (2) Given the reactants C([SiH2][O:6][C:7](C)(C)[C:8]1[CH:23]=[CH:22][C:11]([C:12]([C:14]2[CH:15]=[N:16][CH:17]=[C:18]([CH:21]=2)[C:19]#[N:20])=[O:13])=[CH:10][CH:9]=1)(C)(C)C.C(=O)(O)[O-].[Na+], predict the reaction product. The product is: [OH:6][CH2:7][C:8]1[CH:9]=[CH:10][C:11]([C:12]([C:14]2[CH:15]=[N:16][CH:17]=[C:18]([CH:21]=2)[C:19]#[N:20])=[O:13])=[CH:22][CH:23]=1. (3) Given the reactants [C:1]([OH:7])(=[O:6])[CH2:2][C:3]([OH:5])=[O:4].[CH2:8]([K])[CH3:9].[Mg+2].[Cl-].[Cl-].[CH:14]1([CH2:20][CH:21]2[CH2:26][CH:25]([C:27]([OH:29])=O)[CH2:24][CH2:23][N:22]2[C:30]([O:32][CH3:33])=[O:31])[CH2:19][CH2:18][CH2:17][CH2:16][CH2:15]1.C(N1C=CN=C1)(N1[CH:40]=[CH:39]N=C1)=O, predict the reaction product. The product is: [CH:14]1([CH2:20][C@H:21]2[CH2:26][C@H:25]([C:3](=[O:5])[CH2:2][C:1]([O:7][CH2:8][CH3:9])=[O:6])[CH2:24][CH2:23][N:22]2[C:30]([O:32][CH3:33])=[O:31])[CH2:15][CH2:16][CH2:17][CH2:18][CH2:19]1.[CH:14]1([CH2:20][C@H:21]2[CH2:26][C@@H:25]([C:27](=[O:29])[CH2:2][C:3]([O:5][CH2:39][CH3:40])=[O:4])[CH2:24][CH2:23][N:22]2[C:30]([O:32][CH3:33])=[O:31])[CH2:15][CH2:16][CH2:17][CH2:18][CH2:19]1. (4) Given the reactants [CH3:1][O:2][C:3]1[CH:4]=[C:5]([OH:9])[CH:6]=[CH:7][CH:8]=1.Br[CH2:11][C:12]([NH2:14])=[O:13].C([O-])([O-])=O.[K+].[K+], predict the reaction product. The product is: [CH3:1][O:2][C:3]1[CH:4]=[C:5]([CH:6]=[CH:7][CH:8]=1)[O:9][CH2:11][C:12]([NH2:14])=[O:13]. (5) Given the reactants [CH3:1][N:2]([CH3:23])[C:3]([CH:5]1[CH2:10][CH2:9][N:8]([C:11]2[C:20]3[C:15](=[CH:16][C:17]([F:21])=[CH:18][CH:19]=3)[N:14]=[C:13]([Cl:22])[N:12]=2)[CH2:7][CH2:6]1)=[O:4].Cl.[NH2:25][C@H:26]1[CH2:30][CH2:29][N:28]([C:31](=[O:44])[CH2:32][C:33]2[CH:38]=[CH:37][C:36]([O:39][C:40]([F:43])([F:42])[F:41])=[CH:35][CH:34]=2)[CH2:27]1.C(N(CC)C(C)C)(C)C.C(O)CCC, predict the reaction product. The product is: [ClH:22].[CH3:1][N:2]([CH3:23])[C:3]([CH:5]1[CH2:10][CH2:9][N:8]([C:11]2[C:20]3[C:15](=[CH:16][C:17]([F:21])=[CH:18][CH:19]=3)[N:14]=[C:13]([NH:25][C@H:26]3[CH2:30][CH2:29][N:28]([C:31](=[O:44])[CH2:32][C:33]4[CH:34]=[CH:35][C:36]([O:39][C:40]([F:41])([F:42])[F:43])=[CH:37][CH:38]=4)[CH2:27]3)[N:12]=2)[CH2:7][CH2:6]1)=[O:4]. (6) Given the reactants Cl[C:2]1[N:7]=[C:6]([N:8]2[CH2:13][CH2:12][CH:11]([CH2:14][O:15][C:16]3[CH:17]=[C:18]([CH:22]([CH:29]4[CH2:31][CH2:30]4)[CH2:23][C:24]([O:26][CH2:27][CH3:28])=[O:25])[CH:19]=[CH:20][CH:21]=3)[CH2:10][CH2:9]2)[C:5]([C:32](=[O:45])[N:33]([CH2:40][C:41]([CH3:44])([CH3:43])[CH3:42])[C:34]2[CH:39]=[CH:38][CH:37]=[CH:36][N:35]=2)=[CH:4][CH:3]=1.C(=O)([O-])[O-].[Na+].[Na+].[CH3:52][C:53]1(C)C(C)(C)OB(C=C)O1.O, predict the reaction product. The product is: [CH:29]1([CH:22]([C:18]2[CH:19]=[CH:20][CH:21]=[C:16]([O:15][CH2:14][CH:11]3[CH2:12][CH2:13][N:8]([C:6]4[C:5]([C:32](=[O:45])[N:33]([CH2:40][C:41]([CH3:44])([CH3:42])[CH3:43])[C:34]5[CH:39]=[CH:38][CH:37]=[CH:36][N:35]=5)=[CH:4][CH:3]=[C:2]([CH:52]=[CH2:53])[N:7]=4)[CH2:9][CH2:10]3)[CH:17]=2)[CH2:23][C:24]([O:26][CH2:27][CH3:28])=[O:25])[CH2:31][CH2:30]1. (7) Given the reactants [O:1]1[CH2:6][CH2:5][N:4]([CH2:7][C:8]2[CH:13]=[C:12]([NH2:14])[N:11]3[N:15]=[CH:16][C:17]([C:18]4[CH:19]=[N:20][C:21]5[C:26]([CH:27]=4)=[CH:25][CH:24]=[CH:23][CH:22]=5)=[C:10]3[N:9]=2)[CH2:3][CH2:2]1.[Br:28]N1C(=O)CCC1=O, predict the reaction product. The product is: [Br:28][C:13]1[C:8]([CH2:7][N:4]2[CH2:5][CH2:6][O:1][CH2:2][CH2:3]2)=[N:9][C:10]2[N:11]([N:15]=[CH:16][C:17]=2[C:18]2[CH:19]=[N:20][C:21]3[C:26]([CH:27]=2)=[CH:25][CH:24]=[CH:23][CH:22]=3)[C:12]=1[NH2:14]. (8) The product is: [NH2:1][C:2](=[O:25])[C@@H:3]([NH:10][C:11]([C@@H:13]1[CH2:18][CH2:17][CH2:16][CH2:15][C@H:14]1[N:19]1[CH2:20][CH2:21][N:22]([C:43](=[O:44])[C:42]2[CH:46]=[CH:47][C:48]([F:50])=[CH:49][C:41]=2[F:40])[CH2:23][CH2:24]1)=[O:12])[C:4]1[CH:5]=[CH:6][CH:7]=[CH:8][CH:9]=1. Given the reactants [NH2:1][C:2](=[O:25])[C@@H:3]([NH:10][C:11]([C@@H:13]1[CH2:18][CH2:17][CH2:16][CH2:15][C@H:14]1[N:19]1[CH2:24][CH2:23][NH:22][CH2:21][CH2:20]1)=[O:12])[C:4]1[CH:9]=[CH:8][CH:7]=[CH:6][CH:5]=1.C1C=CC2N(O)N=NC=2C=1.C(Cl)CCl.[F:40][C:41]1[CH:49]=[C:48]([F:50])[CH:47]=[CH:46][C:42]=1[C:43](O)=[O:44].CN1CCOCC1, predict the reaction product. (9) The product is: [C:1]([O:5][C:6]([N:8]1[CH2:13][CH2:12][CH:11]([CH2:14][CH2:15][NH:16][C:34]2[N:33]=[C:32]([C:29]3[S:28][C:27]4[CH:26]=[CH:25][CH:24]=[C:23]([C:21](=[O:22])[NH:20][CH:17]5[CH2:18][CH2:19]5)[C:31]=4[CH:30]=3)[C:37]([Br:38])=[CH:36][N:35]=2)[CH2:10][CH2:9]1)=[O:7])([CH3:4])([CH3:3])[CH3:2]. Given the reactants [C:1]([O:5][C:6]([N:8]1[CH2:13][CH2:12][CH:11]([CH2:14][CH2:15][NH2:16])[CH2:10][CH2:9]1)=[O:7])([CH3:4])([CH3:3])[CH3:2].[CH:17]1([NH:20][C:21]([C:23]2[C:31]3[CH:30]=[C:29]([C:32]4[C:37]([Br:38])=[CH:36][N:35]=[C:34](Cl)[N:33]=4)[S:28][C:27]=3[CH:26]=[CH:25][CH:24]=2)=[O:22])[CH2:19][CH2:18]1.C(N(C(C)C)CC)(C)C, predict the reaction product. (10) Given the reactants [NH2:1][C@H:2]([CH2:11][C:12]1[CH:17]=[CH:16][C:15]([C:18]2[CH:23]=[CH:22][CH:21]=[CH:20][CH:19]=2)=[CH:14][CH:13]=1)[CH2:3][C@:4]([CH2:9][OH:10])([CH3:8])[C:5]([OH:7])=[O:6].CC#N.O1CCOCC1.[NH:33]1[CH:37]=[C:36]([C:38]([OH:40])=O)[N:35]=[N:34]1.CCN(C(C)C)[CH:44]([CH3:46])[CH3:45].CN(C(ON1N=NC2C=CC=NC1=2)=[N+](C)C)C.F[P-](F)(F)(F)(F)F, predict the reaction product. The product is: [CH2:45]([O:6][C:5](=[O:7])[C@@:4]([CH2:9][OH:10])([CH3:8])[CH2:3][C@H:2]([NH:1][C:38]([C:36]1[NH:35][N:34]=[N:33][CH:37]=1)=[O:40])[CH2:11][C:12]1[CH:13]=[CH:14][C:15]([C:18]2[CH:23]=[CH:22][CH:21]=[CH:20][CH:19]=2)=[CH:16][CH:17]=1)[CH2:44][CH3:46].